Dataset: Reaction yield outcomes from USPTO patents with 853,638 reactions. Task: Predict the reaction yield, written as a fraction of the theoretical maximum amount of product (1.0 means a 100% yield; for example, 0.34 means a 34% yield). The reactants are [CH3:1][C:2]1[CH:3]=[C:4]([N+:11]([O-])=O)[C:5]([O:9][CH3:10])=[N:6][C:7]=1[CH3:8]. The catalyst is O1CCCC1.[Pd].CO. The product is [NH2:11][C:4]1[C:5]([O:9][CH3:10])=[N:6][C:7]([CH3:8])=[C:2]([CH3:1])[CH:3]=1. The yield is 0.979.